From a dataset of Full USPTO retrosynthesis dataset with 1.9M reactions from patents (1976-2016). Predict the reactants needed to synthesize the given product. Given the product [Cl:1][C:2]1[CH:3]=[CH:4][C:5]([CH2:6][NH:7][C:8]([C:10]2[C:19](=[O:20])[C:18]3[C:13](=[C:14]([I:23])[CH:15]=[C:16]([CH2:21][N:36]4[CH2:41][CH2:40][O:39][CH2:38][CH2:37]4)[CH:17]=3)[N:12]([CH3:24])[CH:11]=2)=[O:9])=[CH:25][CH:26]=1, predict the reactants needed to synthesize it. The reactants are: [Cl:1][C:2]1[CH:26]=[CH:25][C:5]([CH2:6][NH:7][C:8]([C:10]2[C:19](=[O:20])[C:18]3[C:13](=[C:14]([I:23])[CH:15]=[C:16]([CH2:21]Cl)[CH:17]=3)[N:12]([CH3:24])[CH:11]=2)=[O:9])=[CH:4][CH:3]=1.C(N(CC)C(C)C)(C)C.[NH:36]1[CH2:41][CH2:40][O:39][CH2:38][CH2:37]1.